From a dataset of Forward reaction prediction with 1.9M reactions from USPTO patents (1976-2016). Predict the product of the given reaction. (1) Given the reactants [Br:1][C:2]1[CH:3]=[C:4]2[N:10]=[CH:9][N:8]([C:11]3[CH:12]=[C:13]([NH2:25])[CH:14]=[C:15]([C:17]4[CH:22]=[CH:21][C:20]([F:23])=[CH:19][C:18]=4[F:24])[CH:16]=3)[C:5]2=[N:6][CH:7]=1.N1C=CC=CC=1.[CH2:32]([S:34](Cl)(=[O:36])=[O:35])[CH3:33], predict the reaction product. The product is: [Br:1][C:2]1[CH:3]=[C:4]2[N:10]=[CH:9][N:8]([C:11]3[CH:12]=[C:13]([NH:25][S:34]([CH2:32][CH3:33])(=[O:36])=[O:35])[CH:14]=[C:15]([C:17]4[CH:22]=[CH:21][C:20]([F:23])=[CH:19][C:18]=4[F:24])[CH:16]=3)[C:5]2=[N:6][CH:7]=1. (2) Given the reactants C(OC(=O)[N:7]([S:17]([C:20]1[CH:25]=[CH:24][C:23]([N:26]2[C:30]([C:31]3[CH:36]=[CH:35][C:34]([CH3:37])=[CH:33][CH:32]=3)=[CH:29][C:28]([C:38]([F:41])([F:40])[F:39])=[N:27]2)=[CH:22][CH:21]=1)(=[O:19])=[O:18])[CH2:8][CH2:9][O:10][C:11]1[N:16]=[CH:15][CH:14]=[CH:13][N:12]=1)(C)(C)C.C(=O)(O)[O-].[Na+], predict the reaction product. The product is: [CH3:37][C:34]1[CH:33]=[CH:32][C:31]([C:30]2[N:26]([C:23]3[CH:22]=[CH:21][C:20]([S:17]([NH:7][CH2:8][CH2:9][O:10][C:11]4[N:12]=[CH:13][CH:14]=[CH:15][N:16]=4)(=[O:19])=[O:18])=[CH:25][CH:24]=3)[N:27]=[C:28]([C:38]([F:41])([F:39])[F:40])[CH:29]=2)=[CH:36][CH:35]=1. (3) The product is: [Cl:1][C:2]1[CH:7]=[CH:6][C:5]([NH2:8])=[C:4]([C:16]2[NH:17][CH:18]=[CH:19][CH:20]=2)[CH:3]=1. Given the reactants [Cl:1][C:2]1[CH:7]=[CH:6][C:5]([NH:8]C(=O)OC(C)(C)C)=[C:4]([C:16]2[NH:17][CH:18]=[CH:19][CH:20]=2)[CH:3]=1.FC(F)(F)C(O)=O, predict the reaction product.